Dataset: CYP2C19 inhibition data for predicting drug metabolism from PubChem BioAssay. Task: Regression/Classification. Given a drug SMILES string, predict its absorption, distribution, metabolism, or excretion properties. Task type varies by dataset: regression for continuous measurements (e.g., permeability, clearance, half-life) or binary classification for categorical outcomes (e.g., BBB penetration, CYP inhibition). Dataset: cyp2c19_veith. (1) The compound is CN(C)C(=O)c1ccc(-c2cncnc2N(C)Cc2ccco2)cc1. The result is 0 (non-inhibitor). (2) The result is 0 (non-inhibitor). The compound is COCC(=O)N1CCC[C@@]2(CCN(C(=O)Nc3ccc(OC)cc3)C2)C1.